From a dataset of Catalyst prediction with 721,799 reactions and 888 catalyst types from USPTO. Predict which catalyst facilitates the given reaction. Reactant: [H-].[Na+].[Cl:3][C:4]1[N:5]=[C:6]2[C:12]([I:13])=[CH:11][NH:10][C:7]2=[N:8][CH:9]=1.[S:14](Cl)([C:17]1[CH:23]=[CH:22][C:20]([CH3:21])=[CH:19][CH:18]=1)(=[O:16])=[O:15]. Product: [Cl:3][C:4]1[N:5]=[C:6]2[C:12]([I:13])=[CH:11][N:10]([S:14]([C:17]3[CH:23]=[CH:22][C:20]([CH3:21])=[CH:19][CH:18]=3)(=[O:16])=[O:15])[C:7]2=[N:8][CH:9]=1. The catalyst class is: 9.